From a dataset of Reaction yield outcomes from USPTO patents with 853,638 reactions. Predict the reaction yield, written as a fraction of the theoretical maximum amount of product (1.0 means a 100% yield; for example, 0.34 means a 34% yield). (1) The reactants are [C:1]1([C:7]([OH:9])=[O:8])([C:4](O)=[O:5])[CH2:3][CH2:2]1.C(N(CC)CC)C.S(Cl)(Cl)=O.[C:21]1([NH2:27])[CH:26]=[CH:25][CH:24]=[CH:23][CH:22]=1. The catalyst is C1COCC1.C(OCC)(=O)C. The product is [C:21]1([NH:27][C:4]([C:1]2([C:7]([OH:9])=[O:8])[CH2:3][CH2:2]2)=[O:5])[CH:26]=[CH:25][CH:24]=[CH:23][CH:22]=1. The yield is 0.608. (2) The reactants are [C:1]([C:3]1[C:4]([C:20]([F:23])([F:22])[F:21])=[C:5]2[C:9](=[CH:10][CH:11]=1)[N:8]([CH2:12][C:13](=[CH2:18])[C:14](OC)=[O:15])[C:7]([CH3:19])=[CH:6]2)#[N:2].[Li+].[BH4-]. The catalyst is C1COCC1. The product is [OH:15][CH2:14][CH:13]([CH3:18])[CH2:12][N:8]1[C:9]2[C:5](=[C:4]([C:20]([F:23])([F:21])[F:22])[C:3]([C:1]#[N:2])=[CH:11][CH:10]=2)[CH:6]=[C:7]1[CH3:19]. The yield is 0.470. (3) The reactants are [CH3:1][N:2]([CH:4]=[O:5])C.[S:6](Cl)(Cl)=O.N1[CH:15]=[CH:14][CH:13]=[CH:12][C:11]=1C(O)=O.[CH2:19]1[CH2:23]O[CH2:21][CH2:20]1. No catalyst specified. The product is [C:1]1([NH:2][C:4]([C:21]2[S:6][CH:23]=[CH:19][CH:20]=2)=[O:5])[CH:11]=[CH:12][CH:13]=[CH:14][CH:15]=1. The yield is 0.840. (4) The reactants are [F:1][C:2]1[CH:3]=[C:4]([C:10]2[C:15]([C:16]3[CH:21]=[CH:20][C:19]([O:22][CH3:23])=[CH:18][CH:17]=3)=[N:14][NH:13][C:12](=[O:24])[CH:11]=2)[CH:5]=[CH:6][C:7]=1[O:8][CH3:9].[CH2:25](Br)[C:26]1[CH:31]=[CH:30][CH:29]=[CH:28][CH:27]=1. No catalyst specified. The product is [CH2:25]([N:13]1[C:12](=[O:24])[CH:11]=[C:10]([C:4]2[CH:5]=[CH:6][C:7]([O:8][CH3:9])=[C:2]([F:1])[CH:3]=2)[C:15]([C:16]2[CH:17]=[CH:18][C:19]([O:22][CH3:23])=[CH:20][CH:21]=2)=[N:14]1)[C:26]1[CH:31]=[CH:30][CH:29]=[CH:28][CH:27]=1. The yield is 0.956. (5) The product is [CH3:23][C:18]1[C:17]([CH2:16][C:15]2[NH:1][C:2]3[CH:3]=[C:4]([CH2:9][C:10]([O:12][CH3:13])=[O:11])[CH:5]=[CH:6][C:7]=3[N:8]=2)=[C:21]([CH3:22])[O:20][N:19]=1. The catalyst is CN1CCCC1=O.C(OCC)(=O)C.O. The yield is 0.250. The reactants are [NH2:1][C:2]1[CH:3]=[C:4]([CH2:9][C:10]([O:12][CH3:13])=[O:11])[CH:5]=[CH:6][C:7]=1[NH2:8].Br[C:15](Br)=[CH:16][C:17]1[C:18]([CH3:23])=[N:19][O:20][C:21]=1[CH3:22].N1(C2CCCCCCCCCC2)CCCN=CCCCCC1. (6) The reactants are [Mg].Br[CH2:3][CH2:4][CH:5]([CH3:7])[CH3:6].[C:8]([C:10]1[CH:15]=[CH:14][N:13]=[C:12]([CH2:16][CH:17]([CH3:19])[CH3:18])[CH:11]=1)#N.Cl.[OH-:21].[Na+]. The catalyst is BrC=CBr.CCOCC. The product is [CH2:4]([C:3]1[CH:8]=[C:10]([CH2:11][C:12](=[O:21])[CH2:16][CH:17]([CH3:19])[CH3:18])[CH:15]=[CH:14][N:13]=1)[CH:5]([CH3:7])[CH3:6]. The yield is 0.750.